From a dataset of Full USPTO retrosynthesis dataset with 1.9M reactions from patents (1976-2016). Predict the reactants needed to synthesize the given product. Given the product [CH3:4][C:5]1([CH3:23])[O:9][N:8]=[C:7]([S:10][CH2:11][C:12]2[C:13]([C:19]([F:22])([F:21])[F:20])=[N:14][N:15]([CH3:18])[C:16]=2[O:2][CH3:1])[CH2:6]1, predict the reactants needed to synthesize it. The reactants are: [CH3:1][O-:2].[Na+].[CH3:4][C:5]1([CH3:23])[O:9][N:8]=[C:7]([S:10][CH2:11][C:12]2[C:13]([C:19]([F:22])([F:21])[F:20])=[N:14][N:15]([CH3:18])[C:16]=2F)[CH2:6]1.O.